From a dataset of TCR-epitope binding with 47,182 pairs between 192 epitopes and 23,139 TCRs. Binary Classification. Given a T-cell receptor sequence (or CDR3 region) and an epitope sequence, predict whether binding occurs between them. (1) The epitope is NLNESLIDL. The TCR CDR3 sequence is CATSRKQGNTEAFF. Result: 0 (the TCR does not bind to the epitope). (2) The epitope is SGPLKAEIAQRLED. The TCR CDR3 sequence is CASSARSTEAFF. Result: 1 (the TCR binds to the epitope).